Dataset: Full USPTO retrosynthesis dataset with 1.9M reactions from patents (1976-2016). Task: Predict the reactants needed to synthesize the given product. (1) The reactants are: [NH2:1][C:2]1[CH:3]=[C:4]([CH:24]=[CH:25][CH:26]=1)[CH2:5][S:6][C:7]1[NH:8][C:9](=[O:23])[C:10]([C:21]#[N:22])=[C:11]([C:13]2[CH:18]=[CH:17][CH:16]=[C:15]([O:19][CH3:20])[CH:14]=2)[N:12]=1.[Cl:27][C:28]1[CH:29]=[C:30]([N:35]=[C:36]=[O:37])[CH:31]=[CH:32][C:33]=1[Cl:34].C1COCC1. Given the product [C:21]([C:10]1[C:9](=[O:23])[NH:8][C:7]([S:6][CH2:5][C:4]2[CH:3]=[C:2]([NH:1][C:36]([NH:35][C:30]3[CH:31]=[CH:32][C:33]([Cl:34])=[C:28]([Cl:27])[CH:29]=3)=[O:37])[CH:26]=[CH:25][CH:24]=2)=[N:12][C:11]=1[C:13]1[CH:18]=[CH:17][CH:16]=[C:15]([O:19][CH3:20])[CH:14]=1)#[N:22], predict the reactants needed to synthesize it. (2) Given the product [C:20]([O:28][CH:29]([P:33]([O:35][CH2:36][CH3:37])([O:38][CH2:39][CH3:40])=[O:34])[C:30]([O:32][CH3:17])=[O:31])(=[O:27])[C:21]1[CH:22]=[CH:23][CH:24]=[CH:25][CH:26]=1, predict the reactants needed to synthesize it. The reactants are: [N+](=C)=[N-].CN(N=O)C(N[N+]([O-])=O)=N.[OH-].[Na+].N[C:17](N)=N.[C:20]([O:28][CH:29]([P:33]([O:38][CH2:39][CH3:40])([O:35][CH2:36][CH3:37])=[O:34])[C:30]([OH:32])=[O:31])(=[O:27])[C:21]1[CH:26]=[CH:25][CH:24]=[CH:23][CH:22]=1. (3) The reactants are: [C:1]([O:5][C:6]([NH:8][C@H:9]([CH2:30][O:31][C:32]1[CH:37]=[CH:36][C:35]([C:38]#[N:39])=[CH:34][CH:33]=1)[CH2:10][N:11]1[CH2:18][CH:17]2[O:19][CH:13]([CH2:14][N:15](C(OCC3C=CC=CC=3)=O)[CH2:16]2)[CH2:12]1)=[O:7])([CH3:4])([CH3:3])[CH3:2].[H][H]. Given the product [C:38]([C:35]1[CH:34]=[CH:33][C:32]([O:31][CH2:30][C@@H:9]([NH:8][C:6](=[O:7])[O:5][C:1]([CH3:3])([CH3:4])[CH3:2])[CH2:10][N:11]2[CH2:18][CH:17]3[O:19][CH:13]([CH2:14][NH:15][CH2:16]3)[CH2:12]2)=[CH:37][CH:36]=1)#[N:39], predict the reactants needed to synthesize it. (4) Given the product [CH2:1]([O:3][C:4]1[CH:9]=[CH:8][C:7]([C:10]2[C:15]([N:16]3[CH2:22][CH2:21][C:20](=[O:23])[N:19]([C:28]4[CH:33]=[CH:32][C:31]([O:34][CH3:35])=[CH:30][CH:29]=4)[CH2:18][CH2:17]3)=[CH:14][CH:13]=[C:12]([O:24][CH3:25])[N:11]=2)=[CH:6][C:5]=1[CH3:26])[CH3:2], predict the reactants needed to synthesize it. The reactants are: [CH2:1]([O:3][C:4]1[CH:9]=[CH:8][C:7]([C:10]2[C:15]([N:16]3[CH2:22][CH2:21][C:20](=[O:23])[NH:19][CH2:18][CH2:17]3)=[CH:14][CH:13]=[C:12]([O:24][CH3:25])[N:11]=2)=[CH:6][C:5]=1[CH3:26])[CH3:2].I[C:28]1[CH:33]=[CH:32][C:31]([O:34][CH3:35])=[CH:30][CH:29]=1.C(=O)([O-])[O-].[K+].[K+].N1C2C(=CC=C3C=2N=CC=C3)C=CC=1. (5) The reactants are: FC1C=C(C2CCC3C(=CC=C(O)C=3)O2)C=CC=1.[F:19][C:20]1[CH:25]=[C:24]([F:26])[CH:23]=[CH:22][C:21]=1[CH:27]1[CH2:36][CH:35](O)[C:34]2[C:29](=[CH:30][CH:31]=[C:32]([OH:38])[CH:33]=2)[O:28]1. Given the product [F:19][C:20]1[CH:25]=[C:24]([F:26])[CH:23]=[CH:22][C:21]=1[CH:27]1[CH2:36][CH2:35][C:34]2[C:29](=[CH:30][CH:31]=[C:32]([OH:38])[CH:33]=2)[O:28]1, predict the reactants needed to synthesize it.